Dataset: Catalyst prediction with 721,799 reactions and 888 catalyst types from USPTO. Task: Predict which catalyst facilitates the given reaction. (1) Reactant: Cl.[NH:2]1[CH2:5][CH2:4][CH2:3]1.C(N(CC)CC)C.[CH3:13][NH:14][C:15]([N:17]1[C:25]2[C:20](=[CH:21][C:22]([O:26][C:27]3[CH:32]=[CH:31][N:30]=[C:29]([N:33](C(OC4C=CC=CC=4)=O)[C:34](=O)[O:35]C4C=CC=CC=4)[CH:28]=3)=[CH:23][CH:24]=2)[CH:19]=[CH:18]1)=[O:16]. Product: [CH3:13][NH:14][C:15]([N:17]1[C:25]2[C:20](=[CH:21][C:22]([O:26][C:27]3[CH:32]=[CH:31][N:30]=[C:29]([NH:33][C:34]([N:2]4[CH2:5][CH2:4][CH2:3]4)=[O:35])[CH:28]=3)=[CH:23][CH:24]=2)[CH:19]=[CH:18]1)=[O:16]. The catalyst class is: 9. (2) Reactant: [C:1]([OH:7])([C:3]([F:6])([F:5])[F:4])=[O:2].CC(OC([NH:15][C@H:16]([C:23]([O:25][CH2:26][C:27]1[CH:32]=[CH:31][CH:30]=[CH:29][CH:28]=1)=[O:24])[CH2:17][C:18]([O:20][CH2:21][CH3:22])=[O:19])=O)(C)C. Product: [F:4][C:3]([F:6])([F:5])[C:1]([OH:7])=[O:2].[NH2:15][C@H:16]([C:23]([O:25][CH2:26][C:27]1[CH:28]=[CH:29][CH:30]=[CH:31][CH:32]=1)=[O:24])[CH2:17][C:18]([O:20][CH2:21][CH3:22])=[O:19]. The catalyst class is: 2. (3) Product: [OH:21][CH:19]([CH:11]1[CH:12]2[C:15]([CH3:17])([CH3:16])[C:8]([CH3:18])([CH2:14][CH2:13]2)[C:9]1=[O:10])[CH3:20]. Reactant: C(NC(C)C)(C)C.[C:8]12([CH3:18])[C:15]([CH3:17])([CH3:16])[CH:12]([CH2:13][CH2:14]1)[CH2:11][C:9]2=[O:10].[CH:19](=[O:21])[CH3:20].C(=O)([O-])O.[Na+]. The catalyst class is: 134.